Dataset: KCNQ2 potassium channel screen with 302,405 compounds. Task: Binary Classification. Given a drug SMILES string, predict its activity (active/inactive) in a high-throughput screening assay against a specified biological target. (1) The compound is Clc1ccc(C2(O)N(N=C(C2)C(OCC)=O)C(=O)c2ccc(cc2)C)cc1. The result is 1 (active). (2) The result is 0 (inactive). The compound is S(c1[nH]c(c(CCC(C)C)c(=O)n1)C)CC(=O)N. (3) The drug is O=C(N\N=C\c1cccnc1)Cn1c2c(nc1)cccc2. The result is 0 (inactive). (4) The compound is Clc1c(C(OCc2nc3c([n+]([O-])c2C(=O)C)cccc3)=O)cccc1. The result is 0 (inactive). (5) The drug is O(C1CCCN(C1)C)C(=O)c1c(OC)cccc1. The result is 0 (inactive).